Dataset: Forward reaction prediction with 1.9M reactions from USPTO patents (1976-2016). Task: Predict the product of the given reaction. (1) Given the reactants P(Cl)(Cl)(Cl)=O.[CH2:6]([N:13]1[CH:22]=[CH:21][C:20]2[C:15](=[CH:16][CH:17]=[C:18]([C:23]3[CH:24]=[C:25]([CH:32]=[CH:33][C:34]=3[CH3:35])[C:26]([NH:28][CH:29]3[CH2:31][CH2:30]3)=[O:27])[CH:19]=2)[C:14]1=[O:36])[C:7]1[CH:12]=[CH:11][CH:10]=[CH:9][CH:8]=1.BrC1C=C2C(=CC=1)[C:44](=[O:48])NC=C2, predict the reaction product. The product is: [CH2:6]([N:13]1[CH:22]=[C:21]([CH:44]=[O:48])[C:20]2[C:15](=[CH:16][CH:17]=[C:18]([C:23]3[CH:24]=[C:25]([CH:32]=[CH:33][C:34]=3[CH3:35])[C:26]([NH:28][CH:29]3[CH2:31][CH2:30]3)=[O:27])[CH:19]=2)[C:14]1=[O:36])[C:7]1[CH:12]=[CH:11][CH:10]=[CH:9][CH:8]=1. (2) Given the reactants [C:1]1([C@H:7]([O:9][C:10](=[O:27])[NH:11][C:12]2[N:13]([C:18]3[CH:23]=[CH:22][C:21](Br)=[CH:20][C:19]=3[O:25][CH3:26])[N:14]=[N:15][C:16]=2[CH3:17])[CH3:8])[CH:6]=[CH:5][CH:4]=[CH:3][CH:2]=1.CC1(C)C(C)(C)OB([C:36]2[CH:41]=[CH:40][C:39]([C:42]3([C:45]([O:47][CH3:48])=[O:46])[CH2:44][CH2:43]3)=[CH:38][CH:37]=2)O1.C1(P(C2CCCCC2)C2C=CC=CC=2C2C(OC)=CC=CC=2OC)CCCCC1.[O-]P([O-])([O-])=O.[K+].[K+].[K+], predict the reaction product. The product is: [CH3:48][O:47][C:45]([C:42]1([C:39]2[CH:40]=[CH:41][C:36]([C:21]3[CH:22]=[CH:23][C:18]([N:13]4[C:12]([NH:11][C:10]([O:9][C@@H:7]([C:1]5[CH:6]=[CH:5][CH:4]=[CH:3][CH:2]=5)[CH3:8])=[O:27])=[C:16]([CH3:17])[N:15]=[N:14]4)=[C:19]([O:25][CH3:26])[CH:20]=3)=[CH:37][CH:38]=2)[CH2:44][CH2:43]1)=[O:46].